From a dataset of Full USPTO retrosynthesis dataset with 1.9M reactions from patents (1976-2016). Predict the reactants needed to synthesize the given product. (1) Given the product [NH2:22][C:19]1[N:17]2[CH:18]=[C:13]([O:12][C@H:5]3[C:6]4[C:11](=[CH:10][CH:9]=[CH:8][CH:7]=4)[C@@H:2]([NH:1][C:33]([NH:34][C:35]4[N:36]([C:44]5[CH:45]=[CH:46][C:47]([CH3:50])=[CH:48][CH:49]=5)[N:37]=[C:38]([C:40]([CH3:42])([CH3:41])[CH3:43])[CH:39]=4)=[O:51])[CH2:3][CH2:4]3)[CH:14]=[CH:15][C:16]2=[N:21][N:20]=1, predict the reactants needed to synthesize it. The reactants are: [NH2:1][C@@H:2]1[C:11]2[C:6](=[CH:7][CH:8]=[CH:9][CH:10]=2)[C@H:5]([O:12][C:13]2[CH:14]=[CH:15][C:16]3[N:17]([C:19]([N:22](/C=C/C)/C=C/C)=[N:20][N:21]=3)[CH:18]=2)[CH2:4][CH2:3]1.ClC(Cl)(Cl)CO[C:33](=[O:51])[NH:34][C:35]1[N:36]([C:44]2[CH:49]=[CH:48][C:47]([CH3:50])=[CH:46][CH:45]=2)[N:37]=[C:38]([C:40]([CH3:43])([CH3:42])[CH3:41])[CH:39]=1.CCN(C(C)C)C(C)C. (2) The reactants are: [NH2:1][C@H:2]([C:29]([CH3:32])([CH3:31])[CH3:30])[C:3]([N:5]1[CH2:10][CH2:9][CH:8]([N:11]2[CH2:15][C:14]3=[CH:16][N:17]=[C:18]([CH2:19][O:20][Si:21]([C:24]([CH3:27])([CH3:26])[CH3:25])([CH3:23])[CH3:22])[N:13]3[C:12]2=[O:28])[CH2:7][CH2:6]1)=[O:4].[Cl:33][C:34]1[CH:39]=[CH:38][C:37]([N:40]=[C:41]=[O:42])=[CH:36][CH:35]=1. Given the product [Si:21]([O:20][CH2:19][C:18]1[N:13]2[C:12](=[O:28])[N:11]([CH:8]3[CH2:9][CH2:10][N:5]([C:3]([C@H:2]([NH:1][C:41]([NH:40][C:37]4[CH:38]=[CH:39][C:34]([Cl:33])=[CH:35][CH:36]=4)=[O:42])[C:29]([CH3:32])([CH3:31])[CH3:30])=[O:4])[CH2:6][CH2:7]3)[CH2:15][C:14]2=[CH:16][N:17]=1)([C:24]([CH3:25])([CH3:26])[CH3:27])([CH3:22])[CH3:23], predict the reactants needed to synthesize it. (3) Given the product [CH2:1]([O:3][C:4](=[O:17])[CH:5]([N:7]1[C:15]2[C:10](=[CH:11][CH:12]=[C:13]([O:16][CH2:24][C:23]3[N:19]([CH3:18])[N:20]=[C:21]([C:26]4[CH:27]=[CH:28][C:29]([O:32][C:33]([F:35])([F:34])[F:36])=[CH:30][CH:31]=4)[CH:22]=3)[CH:14]=2)[CH:9]=[CH:8]1)[CH3:6])[CH3:2], predict the reactants needed to synthesize it. The reactants are: [CH2:1]([O:3][C:4](=[O:17])[CH:5]([N:7]1[C:15]2[C:10](=[CH:11][CH:12]=[C:13]([OH:16])[CH:14]=2)[CH:9]=[CH:8]1)[CH3:6])[CH3:2].[CH3:18][N:19]1[C:23]([CH2:24]O)=[CH:22][C:21]([C:26]2[CH:31]=[CH:30][C:29]([O:32][C:33]([F:36])([F:35])[F:34])=[CH:28][CH:27]=2)=[N:20]1.CN(C)C(N=NC(N(C)C)=O)=O.C(P(CCCC)CCCC)CCC. (4) Given the product [NH:13]1[C:14]2[CH:19]=[CH:18][CH:17]=[CH:16][C:15]=2[N:11]=[C:12]1[C@H:8]([NH:9][C:10](=[O:20])[NH:23][C@H:24]1[CH2:28][CH2:27][N:26]([C:29]([O:31][C:32]([CH3:35])([CH3:34])[CH3:33])=[O:30])[CH2:25]1)[CH2:7][C:6]1[CH:21]=[CH:22][C:3]([O:2][CH3:1])=[CH:4][CH:5]=1, predict the reactants needed to synthesize it. The reactants are: [CH3:1][O:2][C:3]1[CH:22]=[CH:21][C:6]([CH2:7][C@@H:8]2[C:12]3=[N:13][C:14]4[CH:19]=[CH:18][CH:17]=[CH:16][C:15]=4[N:11]3[C:10](=[O:20])[NH:9]2)=[CH:5][CH:4]=1.[NH2:23][C@H:24]1[CH2:28][CH2:27][N:26]([C:29]([O:31][C:32]([CH3:35])([CH3:34])[CH3:33])=[O:30])[CH2:25]1.C(O)(C(F)(F)F)=O. (5) Given the product [CH2:1]([O:3][C:4]1[C:8]([CH2:9][CH2:10][OH:11])=[CH:7][N:6]([C:15]2[CH:20]=[CH:19][C:18]([C:21]([F:22])([F:24])[F:23])=[CH:17][N:16]=2)[N:5]=1)[CH3:2], predict the reactants needed to synthesize it. The reactants are: [CH2:1]([O:3][C:4]1[C:8]([CH2:9][C:10](OCC)=[O:11])=[CH:7][N:6]([C:15]2[CH:20]=[CH:19][C:18]([C:21]([F:24])([F:23])[F:22])=[CH:17][N:16]=2)[N:5]=1)[CH3:2].[H-].C([Al+]CC(C)C)C(C)C.Cl. (6) Given the product [OH:8][C:9]1[CH:25]=[CH:24][C:12]2[N:13]([CH3:23])[C:14]([C:16]3[CH:17]=[CH:18][C:19]([OH:22])=[CH:20][CH:21]=3)=[N:15][C:11]=2[CH:10]=1, predict the reactants needed to synthesize it. The reactants are: C([O:8][C:9]1[CH:25]=[CH:24][C:12]2[N:13]([CH3:23])[C:14]([C:16]3[CH:21]=[CH:20][C:19]([OH:22])=[CH:18][CH:17]=3)=[N:15][C:11]=2[CH:10]=1)C1C=CC=CC=1.C([SiH](CC)CC)C. (7) The reactants are: I[C:2]1[CH:7]=[CH:6][C:5]([N:8]2[CH:13]=[CH:12][CH:11]=[CH:10][C:9]2=[S:14])=[CH:4][CH:3]=1.[Cl:15][C:16]1[S:20][C:19]([C:21]([NH:23][CH2:24][C:25]2[N:26]=[CH:27][NH:28][CH:29]=2)=[O:22])=[CH:18][CH:17]=1.OC1C=CC=C2C=1N=CC=C2.C([O-])([O-])=O.[K+].[K+]. Given the product [Cl:15][C:16]1[S:20][C:19]([C:21]([NH:23][CH2:24][C:25]2[N:26]=[CH:27][N:28]([C:2]3[CH:7]=[CH:6][C:5]([N:8]4[CH:13]=[CH:12][CH:11]=[CH:10][C:9]4=[S:14])=[CH:4][CH:3]=3)[CH:29]=2)=[O:22])=[CH:18][CH:17]=1, predict the reactants needed to synthesize it. (8) Given the product [CH3:4][C:1]([O:5][CH:6]([C:11]1[N:12]([CH3:32])[C:13](=[O:31])[C:14]2[C:19]([C:20]=1[C:21]1[CH:26]=[CH:25][C:24]([CH3:27])=[CH:23][C:22]=1[CH3:28])=[CH:18][CH:17]=[C:16]([C:29]1[N:41]=[N:40][N:39]([CH2:38][CH2:37][OH:36])[CH:30]=1)[CH:15]=2)[C:7]([OH:9])=[O:8])([CH3:2])[CH3:3], predict the reactants needed to synthesize it. The reactants are: [C:1]([O:5][CH:6]([C:11]1[N:12]([CH3:32])[C:13](=[O:31])[C:14]2[C:19]([C:20]=1[C:21]1[CH:26]=[CH:25][C:24]([CH3:27])=[CH:23][C:22]=1[CH3:28])=[CH:18][CH:17]=[C:16]([C:29]#[CH:30])[CH:15]=2)[C:7]([O:9]C)=[O:8])([CH3:4])([CH3:3])[CH3:2].C([O:36][CH2:37][CH2:38][N:39]=[N+:40]=[N-:41])(=O)C.O=C1O[C@H]([C@H](CO)O)C(O)=C1O.[OH-].[Li+].